This data is from Full USPTO retrosynthesis dataset with 1.9M reactions from patents (1976-2016). The task is: Predict the reactants needed to synthesize the given product. (1) Given the product [NH2:45][CH2:44][C:21]1[C:20]([Cl:19])=[CH:25][CH:24]=[C:23]2[N:26]([C:34]3[C:35]4[C@H:42]([CH3:43])[CH2:41][CH2:40][C:36]=4[N:37]=[CH:38][N:39]=3)[CH2:27][C:28]3([CH2:29][CH2:30][N:31]([C:9]([O:11][C:12]([CH3:13])([CH3:14])[CH3:15])=[O:10])[CH2:32][CH2:33]3)[C:22]=12, predict the reactants needed to synthesize it. The reactants are: [CH3:13][C:12]([O:11][C:9](O[C:9]([O:11][C:12]([CH3:15])([CH3:14])[CH3:13])=[O:10])=[O:10])([CH3:15])[CH3:14].Cl.Cl.Cl.[Cl:19][C:20]1[C:21]([CH2:44][NH2:45])=[C:22]2[C:28]3([CH2:33][CH2:32][NH:31][CH2:30][CH2:29]3)[CH2:27][N:26]([C:34]3[C:35]4[C@H:42]([CH3:43])[CH2:41][CH2:40][C:36]=4[N:37]=[CH:38][N:39]=3)[C:23]2=[CH:24][CH:25]=1. (2) Given the product [Br:14][C:6]1[CH:7]=[CH:8][C:9]([N+:11]([O-:13])=[O:12])=[CH:10][C:5]=1[CH2:4][NH2:1], predict the reactants needed to synthesize it. The reactants are: [N:1]([CH2:4][C:5]1[CH:10]=[C:9]([N+:11]([O-:13])=[O:12])[CH:8]=[CH:7][C:6]=1[Br:14])=[N+]=[N-].C1COCC1.C1(P(C2C=CC=CC=2)C2C=CC=CC=2)C=CC=CC=1. (3) Given the product [CH3:30][C:6]1[CH:5]=[C:4]2[C:9]([C:10]([NH:12][CH2:13][C:14]3[CH:19]=[CH:18][C:17]([NH:20][C:21](=[O:29])[C:22]4[CH:23]=[CH:24][CH:25]=[CH:26][CH:27]=4)=[CH:16][CH:15]=3)=[N:11][C:2]([NH:31][CH2:32][CH2:33][CH2:34][N:35]3[CH2:36][CH2:37][N:38]([CH3:41])[CH2:39][CH2:40]3)=[N:3]2)=[CH:8][CH:7]=1, predict the reactants needed to synthesize it. The reactants are: Cl[C:2]1[N:11]=[C:10]([NH:12][CH2:13][C:14]2[CH:19]=[CH:18][C:17]([NH:20][C:21](=[O:29])[C:22]3[CH:27]=[CH:26][C:25](F)=[CH:24][CH:23]=3)=[CH:16][CH:15]=2)[C:9]2[C:4](=[CH:5][C:6]([CH3:30])=[CH:7][CH:8]=2)[N:3]=1.[NH2:31][CH2:32][CH2:33][CH2:34][N:35]1[CH2:40][CH2:39][N:38]([CH3:41])[CH2:37][CH2:36]1. (4) Given the product [C:25]([O:28][CH2:29][C:30]1[C:31]([N:39]2[CH2:50][CH2:49][N:48]3[C:41](=[CH:42][C:43]4[CH2:44][C:45]([CH3:52])([CH3:51])[CH2:46][C:47]=43)[C:40]2=[O:53])=[N:32][CH:33]=[CH:34][C:35]=1[C:2]1[CH:3]=[C:4]([NH:10][C:11]2[CH:16]=[CH:15][C:14]([C:17]([N:19]3[CH2:24][CH2:23][O:22][CH2:21][CH2:20]3)=[O:18])=[CH:13][N:12]=2)[C:5](=[O:9])[N:6]([CH3:8])[N:7]=1)(=[O:27])[CH3:26], predict the reactants needed to synthesize it. The reactants are: Cl[C:2]1[CH:3]=[C:4]([NH:10][C:11]2[CH:16]=[CH:15][C:14]([C:17]([N:19]3[CH2:24][CH2:23][O:22][CH2:21][CH2:20]3)=[O:18])=[CH:13][N:12]=2)[C:5](=[O:9])[N:6]([CH3:8])[N:7]=1.[C:25]([O:28][CH2:29][C:30]1[C:31]([N:39]2[CH2:50][CH2:49][N:48]3[C:41](=[CH:42][C:43]4[CH2:44][C:45]([CH3:52])([CH3:51])[CH2:46][C:47]=43)[C:40]2=[O:53])=[N:32][CH:33]=[CH:34][C:35]=1B(O)O)(=[O:27])[CH3:26].C1(P(C2CCCCC2)C2CCCCC2)CCCCC1.C(=O)([O-])[O-].[Cs+].[Cs+]. (5) Given the product [Br:1][C:2]1[CH:3]=[CH:4][C:5]([F:11])=[C:6]([CH:10]=1)[C:7]([CH:36]1[C:35](=[O:38])[CH2:34][CH2:33][C:32]2([O:28][CH2:29][CH2:30][O:31]2)[CH2:37]1)=[O:9], predict the reactants needed to synthesize it. The reactants are: [Br:1][C:2]1[CH:3]=[CH:4][C:5]([F:11])=[C:6]([CH:10]=1)[C:7]([OH:9])=O.C(Cl)(=O)C(Cl)=O.C[Si]([N-][Si](C)(C)C)(C)C.[Li+].[O:28]1[C:32]2([CH2:37][CH2:36][C:35](=[O:38])[CH2:34][CH2:33]2)[O:31][CH2:30][CH2:29]1. (6) Given the product [C:35]([NH:34][CH:14]1[C:13](=[O:42])[N:12]([CH2:5][C:6]2[CH:11]=[CH:10][CH:9]=[CH:8][CH:7]=2)[CH2:17][CH:16]([N:18]([S:25]([C:28]2[CH:29]=[CH:30][CH:31]=[CH:32][CH:33]=2)(=[O:26])=[O:27])[C:19](=[O:20])[O:44][C:50]([CH3:49])([CH3:51])[CH3:55])[CH2:15]1)(=[O:41])[C:58]1[CH:59]=[CH:60][CH:2]=[CH:1][CH:62]=1, predict the reactants needed to synthesize it. The reactants are: [C:1](Cl)(=O)[CH3:2].[CH2:5]([N:12]1[CH2:17][CH:16]([N:18]([S:25]([C:28]2[CH:33]=[CH:32][CH:31]=[CH:30][CH:29]=2)(=[O:27])=[O:26])[C:19](C(C)(C)C)=[O:20])[CH2:15][CH:14]([NH:34][C:35](=[O:41])OC(C)(C)C)[C:13]1=[O:42])[C:6]1[CH:11]=[CH:10][CH:9]=[CH:8][CH:7]=1.C(=O)([O-])[O-:44].[Na+].[Na+].[C:49](Cl)(=O)[C:50]1[CH:55]=CC=C[CH:51]=1.[CH2:58]1[CH2:62]O[CH2:60][CH2:59]1.